Dataset: Reaction yield outcomes from USPTO patents with 853,638 reactions. Task: Predict the reaction yield, written as a fraction of the theoretical maximum amount of product (1.0 means a 100% yield; for example, 0.34 means a 34% yield). (1) The product is [CH3:1][C:2]1[CH:7]=[CH:6][C:5]([CH2:8][N:9]([CH:22]2[CH2:27][CH2:26][N:25]([CH2:28][C:29]3[CH:34]=[CH:33][CH:32]=[CH:31][CH:30]=3)[CH2:24][CH2:23]2)[C:10](=[S:44])[CH2:11][CH2:12][C:13]2[CH:18]=[CH:17][C:16]([O:19][CH3:20])=[CH:15][CH:14]=2)=[CH:4][CH:3]=1. The catalyst is CO. The reactants are [CH3:1][C:2]1[CH:7]=[CH:6][C:5]([CH2:8][N:9]([CH:22]2[CH2:27][CH2:26][N:25]([CH2:28][C:29]3[CH:34]=[CH:33][CH:32]=[CH:31][CH:30]=3)[CH2:24][CH2:23]2)[C:10](=O)[CH2:11][CH2:12][C:13]2[CH:18]=[CH:17][C:16]([O:19][CH3:20])=[CH:15][CH:14]=2)=[CH:4][CH:3]=1.COC1C=CC(P2(SP(C3C=CC(OC)=CC=3)(=S)S2)=[S:44])=CC=1. The yield is 0.970. (2) The reactants are [Cl:1][C:2]1[CH:8]=[C:7]([O:9][C:10]2[C:19]3[C:14](=[CH:15][C:16]([O:22][CH3:23])=[C:17]([O:20][CH3:21])[CH:18]=3)[N:13]=[CH:12][N:11]=2)[CH:6]=[CH:5][C:3]=1[NH2:4].ClC(Cl)(O[C:28](=[O:34])OC(Cl)(Cl)Cl)Cl.[CH2:36]([N:43]1[CH2:47][CH2:46][C@H:45]([NH2:48])[CH2:44]1)[C:37]1[CH:42]=[CH:41][CH:40]=[CH:39][CH:38]=1.C(=O)([O-])O.[Na+]. The catalyst is C(N(CC)CC)C.C(Cl)(Cl)Cl. The product is [CH2:36]([N:43]1[CH2:47][CH2:46][C@H:45]([NH:48][C:28]([NH:4][C:3]2[CH:5]=[CH:6][C:7]([O:9][C:10]3[C:19]4[C:14](=[CH:15][C:16]([O:22][CH3:23])=[C:17]([O:20][CH3:21])[CH:18]=4)[N:13]=[CH:12][N:11]=3)=[CH:8][C:2]=2[Cl:1])=[O:34])[CH2:44]1)[C:37]1[CH:38]=[CH:39][CH:40]=[CH:41][CH:42]=1. The yield is 0.630.